From a dataset of Full USPTO retrosynthesis dataset with 1.9M reactions from patents (1976-2016). Predict the reactants needed to synthesize the given product. (1) Given the product [Cl:5][C:6]1[CH:14]=[C:13]([Cl:15])[CH:12]=[CH:11][C:7]=1[C:8]([C:26]1[C:22]2[CH:21]=[C:20]([C:18]([O:17][CH3:16])=[O:19])[CH:29]=[CH:28][C:23]=2[S:24][C:25]=1[CH3:27])=[O:9], predict the reactants needed to synthesize it. The reactants are: [Cl-].[Al+3].[Cl-].[Cl-].[Cl:5][C:6]1[CH:14]=[C:13]([Cl:15])[CH:12]=[CH:11][C:7]=1[C:8](Cl)=[O:9].[CH3:16][O:17][C:18]([C:20]1[CH:29]=[CH:28][C:23]2[S:24][C:25]([CH3:27])=[CH:26][C:22]=2[CH:21]=1)=[O:19].C(OCC)(=O)C. (2) Given the product [Cl:32][C:29]1[C:30]([F:31])=[C:25]([C:26]([F:33])=[CH:27][CH:28]=1)[CH2:24][O:1][C:2]1[CH:3]=[C:4]2[C:9](=[CH:10][CH:11]=1)[C@H:8]([C:12]([O:14][CH3:15])=[O:13])[N:7]([C:16]([O:18][C:19]([CH3:22])([CH3:21])[CH3:20])=[O:17])[CH2:6][CH2:5]2, predict the reactants needed to synthesize it. The reactants are: [OH:1][C:2]1[CH:3]=[C:4]2[C:9](=[CH:10][CH:11]=1)[C@H:8]([C:12]([O:14][CH3:15])=[O:13])[N:7]([C:16]([O:18][C:19]([CH3:22])([CH3:21])[CH3:20])=[O:17])[CH2:6][CH2:5]2.Br[CH2:24][C:25]1[C:30]([F:31])=[C:29]([Cl:32])[CH:28]=[CH:27][C:26]=1[F:33].C([O-])([O-])=O.[Cs+].[Cs+].